Dataset: Forward reaction prediction with 1.9M reactions from USPTO patents (1976-2016). Task: Predict the product of the given reaction. (1) Given the reactants C([Mg]Br)C.[CH3:5][S:6][C:7]1[CH:12]=[CH:11][C:10]([OH:13])=[CH:9][CH:8]=1.CN(C)P(N(C)C)(N(C)C)=O.[CH2:25]=[O:26].Cl, predict the reaction product. The product is: [CH3:5][S:6][C:7]1[CH:12]=[C:11]([CH:25]=[O:26])[C:10]([OH:13])=[CH:9][CH:8]=1. (2) The product is: [NH2:10][C:5]1[CH:4]=[C:3]([CH2:1][CH3:2])[CH:8]=[CH:7][C:6]=1[OH:9]. Given the reactants [CH2:1]([C:3]1[CH:8]=[CH:7][C:6]([OH:9])=[C:5]([N+:10]([O-])=O)[CH:4]=1)[CH3:2].S([O-])([O-])(=O)=S.[Na+].[Na+], predict the reaction product. (3) Given the reactants [NH2:1][C:2]1[CH:11]=[C:10]([C:12](=[O:18])[N:13]([CH2:16][CH3:17])[CH2:14][CH3:15])[CH:9]=[CH:8][C:3]=1[C:4]([O:6]C)=O.[CH3:19][NH2:20], predict the reaction product. The product is: [NH2:1][C:2]1[CH:11]=[C:10]([C:12]([N:13]([CH2:16][CH3:17])[CH2:14][CH3:15])=[O:18])[CH:9]=[CH:8][C:3]=1[C:4]([NH:20][CH3:19])=[O:6]. (4) Given the reactants [O:1]1[CH2:7][CH2:6][C:5]([C:8]([OH:10])=O)=[CH:4][C:3]2[CH:11]=[CH:12][CH:13]=[CH:14][C:2]1=2.ON1C2C=CC=CC=2N=N1.Cl.C(N=C=NCCCN(C)C)C.[N:37]1([C:42]2[CH:43]=[C:44]([CH:46]=[CH:47][CH:48]=2)[NH2:45])[CH:41]=[CH:40][N:39]=[CH:38]1, predict the reaction product. The product is: [N:37]1([C:42]2[CH:43]=[C:44]([NH:45][C:8]([C:5]3[CH2:6][CH2:7][O:1][C:2]4[CH:14]=[CH:13][CH:12]=[CH:11][C:3]=4[CH:4]=3)=[O:10])[CH:46]=[CH:47][CH:48]=2)[CH:41]=[CH:40][N:39]=[CH:38]1. (5) Given the reactants C(=O)([O-])[O-].[Cs+].[Cs+].[F:7][C:8]1[CH:13]=[CH:12][C:11]([OH:14])=[CH:10][CH:9]=1.[C:15]([NH:18][C:19]1[N:23]([CH:24]2[CH2:29][CH2:28][CH2:27][N:26]([C:30]([O:32][CH2:33][C:34]3[CH:39]=[CH:38][CH:37]=[CH:36][CH:35]=3)=[O:31])[CH2:25]2)[N:22]=[C:21]([C:40]2[CH:45]=[CH:44][CH:43]=[C:42](I)[CH:41]=2)[C:20]=1[C:47]#[N:48])(=[O:17])[CH3:16].CC(C)(C(=O)CC(=O)C(C)(C)C)C, predict the reaction product. The product is: [C:15]([NH:18][C:19]1[N:23]([CH:24]2[CH2:29][CH2:28][CH2:27][N:26]([C:30]([O:32][CH2:33][C:34]3[CH:39]=[CH:38][CH:37]=[CH:36][CH:35]=3)=[O:31])[CH2:25]2)[N:22]=[C:21]([C:40]2[CH:45]=[CH:44][CH:43]=[C:42]([O:14][C:11]3[CH:12]=[CH:13][C:8]([F:7])=[CH:9][CH:10]=3)[CH:41]=2)[C:20]=1[C:47]#[N:48])(=[O:17])[CH3:16].